Dataset: Reaction yield outcomes from USPTO patents with 853,638 reactions. Task: Predict the reaction yield, written as a fraction of the theoretical maximum amount of product (1.0 means a 100% yield; for example, 0.34 means a 34% yield). (1) The catalyst is O1CCCC1.C1(C)C=CC=CC=1. The reactants are [H-].[Na+].NC1C=CC=CC=1.[CH3:10][C:11]1[CH2:15][C:14]([CH3:16])=[C:13]([CH3:17])[C:12]=1[CH3:18].Cl[Si:20]([C:41]1[CH:46]=[CH:45][C:44]([CH2:47][CH2:48][CH2:49][CH3:50])=[CH:43][CH:42]=1)([C:31]1[CH:36]=[CH:35][C:34]([CH2:37][CH2:38][CH2:39][CH3:40])=[CH:33][CH:32]=1)[C:21]1[CH:26]=[CH:25][C:24]([CH2:27][CH2:28][CH2:29][CH3:30])=[CH:23][CH:22]=1.C(=O)([O-])O.[Na+].C(=O)([O-])[O-].[Na+].[Na+]. The yield is 0.509. The product is [CH2:27]([C:24]1[CH:25]=[CH:26][C:21]([Si:20]([C:31]2[CH:36]=[CH:35][C:34]([CH2:37][CH2:38][CH2:39][CH3:40])=[CH:33][CH:32]=2)([C:41]2[CH:46]=[CH:45][C:44]([CH2:47][CH2:48][CH2:49][CH3:50])=[CH:43][CH:42]=2)[C:15]2[CH:14]([CH3:16])[C:13]([CH3:17])=[C:12]([CH3:18])[C:11]=2[CH3:10])=[CH:22][CH:23]=1)[CH2:28][CH2:29][CH3:30]. (2) The reactants are [Cl-].O[NH3+:3].[C:4](=[O:7])([O-])[OH:5].[Na+].CS(C)=O.[CH:13]1([C:16]2[N:17]=[C:18]([CH3:44])[N:19]([C:38]3[CH:43]=[CH:42][CH:41]=[CH:40][CH:39]=3)[C:20](=[O:37])[C:21]=2[CH2:22][C:23]2[CH:28]=[CH:27][C:26]([C:29]3[C:30]([C:35]#[N:36])=[CH:31][CH:32]=[CH:33][CH:34]=3)=[CH:25][CH:24]=2)[CH2:15][CH2:14]1. The catalyst is C(OCC)(=O)C. The product is [CH:13]1([C:16]2[N:17]=[C:18]([CH3:44])[N:19]([C:38]3[CH:39]=[CH:40][CH:41]=[CH:42][CH:43]=3)[C:20](=[O:37])[C:21]=2[CH2:22][C:23]2[CH:28]=[CH:27][C:26]([C:29]3[CH:34]=[CH:33][CH:32]=[CH:31][C:30]=3[C:35]3[NH:3][C:4](=[O:7])[O:5][N:36]=3)=[CH:25][CH:24]=2)[CH2:15][CH2:14]1. The yield is 0.570. (3) The reactants are [C:1]1([P:7]([C:14]2[CH:19]=[CH:18][CH:17]=[CH:16][CH:15]=2)[C:8]2[CH:13]=[CH:12][CH:11]=[CH:10][CH:9]=2)[CH:6]=[CH:5][CH:4]=[CH:3][CH:2]=1.Br[CH:21]([CH3:27])[C:22]([O:24][CH2:25][CH3:26])=[O:23]. The catalyst is C(OCC)(=O)C. The product is [CH2:25]([O:24][C:22](=[O:23])[C:21](=[P:7]([C:1]1[CH:2]=[CH:3][CH:4]=[CH:5][CH:6]=1)([C:8]1[CH:13]=[CH:12][CH:11]=[CH:10][CH:9]=1)[C:14]1[CH:15]=[CH:16][CH:17]=[CH:18][CH:19]=1)[CH3:27])[CH3:26]. The yield is 0.750. (4) The reactants are [N:1]([C@@H:4]1[CH2:8][C@@H:7]([CH2:9][OH:10])[C@@H:6]([O:11][Si:12]([C:15]([CH3:18])([CH3:17])[CH3:16])([CH3:14])[CH3:13])[CH2:5]1)=[N+]=[N-].CCOC(C)=O. The catalyst is [Pd]. The product is [NH2:1][C@@H:4]1[CH2:8][C@@H:7]([CH2:9][OH:10])[C@@H:6]([O:11][Si:12]([C:15]([CH3:18])([CH3:17])[CH3:16])([CH3:13])[CH3:14])[CH2:5]1. The yield is 0.875. (5) The reactants are [BH4-].[Li+].C([O:5][C:6](=O)[C:7]([NH:31][C:32](=[O:34])[CH3:33])([CH:13]1[CH2:22][CH2:21][C:20]2[C:15](=[CH:16][CH:17]=[C:18]([CH2:23][CH2:24][CH2:25][CH2:26][CH2:27][CH2:28][CH2:29][CH3:30])[CH:19]=2)[CH2:14]1)[C:8](OCC)=[O:9])C. The catalyst is C1COCC1.C(OCC)(=O)C. The product is [OH:9][CH2:8][C:7]([NH:31][C:32](=[O:34])[CH3:33])([CH2:6][OH:5])[CH:13]1[CH2:22][CH2:21][C:20]2[C:15](=[CH:16][CH:17]=[C:18]([CH2:23][CH2:24][CH2:25][CH2:26][CH2:27][CH2:28][CH2:29][CH3:30])[CH:19]=2)[CH2:14]1. The yield is 0.330. (6) The reactants are C[O:2][CH2:3][CH2:4][S:5]([C:8]1[CH:13]=[CH:12][C:11]([C:14]2[N:19]=[CH:18][C:17]([O:20][CH2:21][CH:22]3[CH2:27][CH2:26][N:25]([C:28]([O:30][CH:31]([CH3:33])[CH3:32])=[O:29])[CH2:24][CH2:23]3)=[CH:16][CH:15]=2)=[CH:10][CH:9]=1)(=[O:7])=[O:6].B(Br)(Br)Br.C([O-])(O)=O.[Na+]. The catalyst is C(Cl)Cl. The product is [OH:2][CH2:3][CH2:4][S:5]([C:8]1[CH:13]=[CH:12][C:11]([C:14]2[N:19]=[CH:18][C:17]([O:20][CH2:21][CH:22]3[CH2:23][CH2:24][N:25]([C:28]([O:30][CH:31]([CH3:33])[CH3:32])=[O:29])[CH2:26][CH2:27]3)=[CH:16][CH:15]=2)=[CH:10][CH:9]=1)(=[O:6])=[O:7]. The yield is 0.530.